This data is from Full USPTO retrosynthesis dataset with 1.9M reactions from patents (1976-2016). The task is: Predict the reactants needed to synthesize the given product. (1) Given the product [F:14][C:2]([F:13])([F:1])[C:3]1[CH:8]=[CH:7][C:6]([S:9][CH2:10][CH2:11][O:12][C:22](=[O:23])[O:24][C:25]2[CH:26]=[CH:27][C:28]([N+:31]([O-:33])=[O:32])=[CH:29][CH:30]=2)=[CH:5][CH:4]=1, predict the reactants needed to synthesize it. The reactants are: [F:1][C:2]([F:14])([F:13])[C:3]1[CH:8]=[CH:7][C:6]([S:9][CH2:10][CH2:11][OH:12])=[CH:5][CH:4]=1.N1C=CC=CC=1.Cl[C:22]([O:24][C:25]1[CH:30]=[CH:29][C:28]([N+:31]([O-:33])=[O:32])=[CH:27][CH:26]=1)=[O:23]. (2) Given the product [C:37]1([CH2:36][CH2:35][NH:43][S:29]([NH:32][C:33](=[O:34])[O:27][CH2:26]/[CH:25]=[CH:24]/[C:14]2[CH:15]=[CH:16][C:17]([O:19][CH2:20][CH2:21][O:22][CH3:23])=[CH:18][C:13]=2[O:12][C:3]2[C:2]([Cl:1])=[CH:7][C:6]([C:8]([F:9])([F:11])[F:10])=[CH:5][N:4]=2)(=[O:31])=[O:30])[CH:42]=[CH:41][CH:40]=[CH:39][CH:38]=1, predict the reactants needed to synthesize it. The reactants are: [Cl:1][C:2]1[C:3]([O:12][C:13]2[CH:18]=[C:17]([O:19][CH2:20][CH2:21][O:22][CH3:23])[CH:16]=[CH:15][C:14]=2/[CH:24]=[CH:25]/[CH2:26][OH:27])=[N:4][CH:5]=[C:6]([C:8]([F:11])([F:10])[F:9])[CH:7]=1.Cl[S:29]([N:32]=[C:33]=[O:34])(=[O:31])=[O:30].[CH2:35]([NH2:43])[CH2:36][C:37]1[CH:42]=[CH:41][CH:40]=[CH:39][CH:38]=1.Cl. (3) Given the product [CH3:59][O:58][C@@H:28]([C@@H:27]([N:25]([CH3:26])[C:23](=[O:24])[C@H:19]([CH:20]([CH3:22])[CH3:21])[NH2:18])[C@@H:60]([CH3:63])[CH2:61][CH3:62])[CH2:29][C:30]([N:32]1[CH2:36][CH2:35][CH2:34][C@H:33]1[C@H:37]([O:56][CH3:57])[C@@H:38]([CH3:55])[C:39](=[O:54])[NH:40][C@H:41]([C:49]1[S:50][CH:51]=[CH:52][N:53]=1)[CH2:42][C:43]1[CH:44]=[CH:45][CH:46]=[CH:47][CH:48]=1)=[O:31], predict the reactants needed to synthesize it. The reactants are: C1C2C(COC([NH:18][C@H:19]([C:23]([N:25]([C@@H:27]([C@@H:60]([CH3:63])[CH2:61][CH3:62])[C@H:28]([O:58][CH3:59])[CH2:29][C:30]([N:32]3[CH2:36][CH2:35][CH2:34][C@H:33]3[C@H:37]([O:56][CH3:57])[C@@H:38]([CH3:55])[C:39](=[O:54])[NH:40][C@H:41]([C:49]3[S:50][CH:51]=[CH:52][N:53]=3)[CH2:42][C:43]3[CH:48]=[CH:47][CH:46]=[CH:45][CH:44]=3)=[O:31])[CH3:26])=[O:24])[CH:20]([CH3:22])[CH3:21])=O)C3C(=CC=CC=3)C=2C=CC=1. (4) The reactants are: [NH2:1][NH:2][C:3](=[NH:14])[C:4]1[C:9]([C:10]([F:13])([F:12])[F:11])=[CH:8][CH:7]=[N:6][CH:5]=1.[Cl:15][C:16]1[CH:23]=[CH:22][CH:21]=[CH:20][C:17]=1[CH:18]=O. Given the product [Cl:15][C:16]1[CH:23]=[CH:22][CH:21]=[CH:20][C:17]=1[C:18]1[NH:1][N:2]=[C:3]([C:4]2[CH:5]=[N:6][CH:7]=[CH:8][C:9]=2[C:10]([F:11])([F:12])[F:13])[N:14]=1, predict the reactants needed to synthesize it. (5) Given the product [CH:1]1([NH:6][S:7]([C:10]2[CH:19]=[C:18]([C:20]3[C:21]([CH3:26])=[N:22][O:23][C:24]=3[CH3:25])[CH:17]=[C:16]3[C:11]=2[N:12]=[CH:13][CH:14]=[N+:15]3[O-:35])(=[O:8])=[O:9])[CH2:2][CH2:3][CH2:4][CH2:5]1, predict the reactants needed to synthesize it. The reactants are: [CH:1]1([NH:6][S:7]([C:10]2[C:11]3[N:12]=[CH:13][CH:14]=[N:15][C:16]=3[CH:17]=[C:18]([C:20]3[C:21]([CH3:26])=[N:22][O:23][C:24]=3[CH3:25])[CH:19]=2)(=[O:9])=[O:8])[CH2:5][CH2:4][CH2:3][CH2:2]1.C1C=C(Cl)C=C(C(OO)=[O:35])C=1. (6) Given the product [Br:1][C:2]1[CH:7]=[C:6]([F:8])[CH:5]=[CH:4][C:3]=1[CH:9]1[N:10]=[C:11]([N:22]2[CH:26]=[N:25][CH:24]=[N:23]2)[NH:12][C:13]([CH2:20][N:28]2[CH2:33][CH2:32][O:31][CH:30]([CH2:34][C:35]([OH:37])=[O:36])[CH2:29]2)=[C:14]1[C:15]([O:17][CH2:18][CH3:19])=[O:16], predict the reactants needed to synthesize it. The reactants are: [Br:1][C:2]1[CH:7]=[C:6]([F:8])[CH:5]=[CH:4][C:3]=1[CH:9]1[C:14]([C:15]([O:17][CH2:18][CH3:19])=[O:16])=[C:13]([CH2:20]Br)[NH:12][C:11]([N:22]2[CH:26]=[N:25][CH:24]=[N:23]2)=[N:10]1.Cl.[NH:28]1[CH2:33][CH2:32][O:31][CH:30]([CH2:34][C:35]([OH:37])=[O:36])[CH2:29]1.